Dataset: Reaction yield outcomes from USPTO patents with 853,638 reactions. Task: Predict the reaction yield, written as a fraction of the theoretical maximum amount of product (1.0 means a 100% yield; for example, 0.34 means a 34% yield). The reactants are [CH:1]1([OH:5])[CH2:4][CH2:3][CH2:2]1.[H-].[Na+].I[CH2:9][Sn:10]([CH2:19][CH2:20][CH2:21][CH3:22])([CH2:15][CH2:16][CH2:17][CH3:18])[CH2:11][CH2:12][CH2:13][CH3:14]. The catalyst is C1COCC1. The product is [CH2:19]([Sn:10]([CH2:11][CH2:12][CH2:13][CH3:14])([CH2:15][CH2:16][CH2:17][CH3:18])[CH2:9][O:5][CH:1]1[CH2:4][CH2:3][CH2:2]1)[CH2:20][CH2:21][CH3:22]. The yield is 0.670.